Predict the reaction yield, written as a fraction of the theoretical maximum amount of product (1.0 means a 100% yield; for example, 0.34 means a 34% yield). From a dataset of Reaction yield outcomes from USPTO patents with 853,638 reactions. (1) The reactants are C1(P(C2C=CC=CC=2)C2C=CC=CC=2)C=CC=CC=1.BrN1C(=O)CCC1=O.[CH:28]1([CH2:33][CH:34]([C:38]2[CH:43]=[CH:42][C:41]([S:44][CH3:45])=[C:40]([C:46]([F:49])([F:48])[F:47])[CH:39]=2)[C:35](O)=[O:36])[CH2:32][CH2:31][CH2:30][CH2:29]1.[NH2:50][C:51]1[CH:56]=[CH:55][C:54]([N+:57]([O-:59])=[O:58])=[CH:53][N:52]=1.N1C=CC=CC=1. The yield is 0.600. The catalyst is C(Cl)Cl. The product is [CH:28]1([CH2:33][CH:34]([C:38]2[CH:43]=[CH:42][C:41]([S:44][CH3:45])=[C:40]([C:46]([F:47])([F:48])[F:49])[CH:39]=2)[C:35]([NH:50][C:51]2[CH:56]=[CH:55][C:54]([N+:57]([O-:59])=[O:58])=[CH:53][N:52]=2)=[O:36])[CH2:29][CH2:30][CH2:31][CH2:32]1. (2) The yield is 0.820. The reactants are Br[C:2]1[CH:3]=[CH:4][C:5]([F:17])=[C:6]([S:8][CH:9]2[CH2:12][CH:11]([C:13]([O:15][CH3:16])=[O:14])[CH2:10]2)[CH:7]=1.[C:18](=[O:21])([O-])[O-].[Na+].[Na+].[CH3:24]C1(C)C2C(=C(P(C3C=CC=CC=3)C3C=CC=CC=3)C=CC=2)OC2C(P(C3C=CC=CC=3)C3C=CC=CC=3)=CC=CC1=2.[C]=O.[Cl:68][C:69]1[CH:70]=[C:71]([CH:73]=[CH:74][C:75]=1[F:76])[NH2:72]. The catalyst is CCOCC.C([O-])(=O)C.[Pd+2].C([O-])(=O)C.C1(C)C=CC=CC=1. The product is [Cl:68][C:69]1[CH:70]=[C:71]([NH:72][C:18]([C:2]2[CH:3]=[CH:4][C:5]([F:17])=[C:6]([S:8][CH:9]3[CH2:12][CH:11]([C:13]([O:15][CH2:16][CH3:24])=[O:14])[CH2:10]3)[CH:7]=2)=[O:21])[CH:73]=[CH:74][C:75]=1[F:76]. (3) The reactants are C(OCC)(=O)C.Cl.C(OC([NH:15][C:16]1[C:17]([NH:21][C:22]([C:24]2[CH:29]=[CH:28][C:27]([CH2:30][N:31]([CH2:45][CH2:46][N:47]([CH3:49])[CH3:48])[C:32]([NH:34][C:35]3[CH:44]=[CH:43][C:38]4[O:39][CH2:40][CH2:41][O:42][C:37]=4[CH:36]=3)=[O:33])=[CH:26][N:25]=2)=[O:23])=[CH:18][S:19][CH:20]=1)=O)(C)(C)C.C(OCC)(=O)C.C(=O)([O-])O.[Na+]. The catalyst is C(Cl)(Cl)Cl.CO. The product is [NH2:15][C:16]1[C:17]([NH:21][C:22]([C:24]2[CH:29]=[CH:28][C:27]([CH2:30][N:31]([CH2:45][CH2:46][N:47]([CH3:49])[CH3:48])[C:32]([NH:34][C:35]3[CH:44]=[CH:43][C:38]4[O:39][CH2:40][CH2:41][O:42][C:37]=4[CH:36]=3)=[O:33])=[CH:26][N:25]=2)=[O:23])=[CH:18][S:19][CH:20]=1. The yield is 0.770. (4) The reactants are C(C1C=CC=C(OC)C=1C(=O)COC1C=C(C)C=C(C)C=1C)(C)C.[CH:25]([C:28]1[CH:33]=[CH:32][C:31]([C:34](=O)[CH2:35][O:36][C:37]2[CH:42]=[C:41]([CH3:43])[CH:40]=[C:39]([CH3:44])[C:38]=2[CH3:45])=[C:30]([O:47][CH3:48])[CH:29]=1)([CH3:27])[CH3:26].O.[O-2].[O-2].[O-2].O=[Si]=O.O=[Si]=O.O=[Si]=O.O=[Si]=O.[Al+3].[Al+3]. The catalyst is C1(C)C=CC=CC=1. The product is [CH:25]([C:28]1[CH:33]=[CH:32][C:31]([C:34]2[C:42]3[C:41]([CH3:43])=[CH:40][C:39]([CH3:44])=[C:38]([CH3:45])[C:37]=3[O:36][CH:35]=2)=[C:30]([O:47][CH3:48])[CH:29]=1)([CH3:27])[CH3:26]. The yield is 0.400.